Dataset: Forward reaction prediction with 1.9M reactions from USPTO patents (1976-2016). Task: Predict the product of the given reaction. (1) Given the reactants [C:1]([C:5]1[N:9]=[C:8]([C@@H:10]2[C@@H:14]3[O:15]C(C)(C)[O:17][C@H:13]3[C@H:12]([N:20]3[CH:28]=[N:27][C:26]4[C:21]3=[N:22][CH:23]=[N:24][C:25]=4[NH:29][CH2:30][CH:31]([CH3:33])[CH3:32])[O:11]2)[O:7][N:6]=1)([CH3:4])([CH3:3])[CH3:2].FC(F)(F)C(O)=O.O, predict the reaction product. The product is: [C:1]([C:5]1[N:9]=[C:8]([C@@H:10]2[C@@H:14]([OH:15])[C@@H:13]([OH:17])[C@H:12]([N:20]3[CH:28]=[N:27][C:26]4[C:21]3=[N:22][CH:23]=[N:24][C:25]=4[NH:29][CH2:30][CH:31]([CH3:33])[CH3:32])[O:11]2)[O:7][N:6]=1)([CH3:4])([CH3:3])[CH3:2]. (2) The product is: [CH3:1][N:2]1[C:10]2[C:5](=[CH:6][CH:7]=[CH:8][CH:9]=2)[C:4]([C:11]#[N:20])=[CH:3]1. Given the reactants [CH3:1][N:2]1[C:10]2[C:5](=[CH:6][CH:7]=[CH:8][CH:9]=2)[C:4]([CH:11]=O)=[CH:3]1.COC1C=C2C(=CC=1)[NH:20]C=C2C#N, predict the reaction product. (3) Given the reactants [CH3:1][C:2]1[CH:7]=[CH:6][C:5]([S:8]([N:11]2[C:19]3[C:14](=[CH:15][CH:16]=[CH:17][CH:18]=3)[C:13](B(O)O)=[CH:12]2)(=[O:10])=[O:9])=[CH:4][CH:3]=1.Cl[C:24]1[N:29]=[C:28]([NH2:30])[N:27]=[C:26]([NH:31][CH:32]([CH3:34])[CH3:33])[CH:25]=1, predict the reaction product. The product is: [CH3:1][C:2]1[CH:7]=[CH:6][C:5]([S:8]([N:11]2[C:19]3[C:14](=[CH:15][CH:16]=[CH:17][CH:18]=3)[C:13]([C:24]3[N:29]=[C:28]([NH2:30])[N:27]=[C:26]([NH:31][CH:32]([CH3:34])[CH3:33])[CH:25]=3)=[CH:12]2)(=[O:10])=[O:9])=[CH:4][CH:3]=1. (4) Given the reactants C(O[C:6]([NH:8]CC1C=C(C2C=CC=C(COC3C=C(C#N)C=CC=3CC(OC)=O)C=2)C=CC=1)=O)(C)(C)C.Br[C:38]1[CH:39]=[CH:40][C:41]([O:50][CH2:51][C:52]2[CH:53]=[C:54]([C:58]3[CH:63]=[CH:62][CH:61]=[C:60]([CH2:64][NH:65][C:66]([O:68][C:69]([CH3:72])([CH3:71])[CH3:70])=[O:67])[CH:59]=3)[CH:55]=[CH:56][CH:57]=2)=[C:42]([CH2:44][C:45]([O:47][CH2:48][CH3:49])=[O:46])[CH:43]=1, predict the reaction product. The product is: [C:69]([O:68][C:66]([NH:65][CH2:64][C:60]1[CH:59]=[C:58]([C:54]2[CH:55]=[CH:56][CH:57]=[C:52]([CH2:51][O:50][C:41]3[CH:40]=[CH:39][C:38]([C:6]#[N:8])=[CH:43][C:42]=3[CH2:44][C:45]([O:47][CH2:48][CH3:49])=[O:46])[CH:53]=2)[CH:63]=[CH:62][CH:61]=1)=[O:67])([CH3:72])([CH3:71])[CH3:70]. (5) Given the reactants [CH3:1][O:2][CH2:3][CH2:4][N:5]1[CH2:11][CH2:10][C:9]2[CH:12]=[C:13]([NH2:16])[CH:14]=[CH:15][C:8]=2[CH2:7][CH2:6]1.[Cl:17][C:18]1[CH:23]=[CH:22][CH:21]=[CH:20][C:19]=1[NH:24][C:25]1[C:30]([Cl:31])=[CH:29][N:28]=[C:27](Cl)[N:26]=1, predict the reaction product. The product is: [Cl:31][C:30]1[C:25]([NH:24][C:19]2[CH:20]=[CH:21][CH:22]=[CH:23][C:18]=2[Cl:17])=[N:26][C:27]([NH:16][C:13]2[CH:14]=[CH:15][C:8]3[CH2:7][CH2:6][N:5]([CH2:4][CH2:3][O:2][CH3:1])[CH2:11][CH2:10][C:9]=3[CH:12]=2)=[N:28][CH:29]=1. (6) Given the reactants [CH3:1][O:2][C:3]1[C:11]([O:12][CH3:13])=[CH:10][CH:9]=[C:8]2[C:4]=1[CH:5]=[C:6]([C:14](O)=[O:15])[NH:7]2.[H-].[Al+3].[Li+].[H-].[H-].[H-], predict the reaction product. The product is: [CH3:1][O:2][C:3]1[C:11]([O:12][CH3:13])=[CH:10][CH:9]=[C:8]2[C:4]=1[CH:5]=[C:6]([CH2:14][OH:15])[NH:7]2.